Dataset: NCI-60 drug combinations with 297,098 pairs across 59 cell lines. Task: Regression. Given two drug SMILES strings and cell line genomic features, predict the synergy score measuring deviation from expected non-interaction effect. (1) Drug 1: CC1OCC2C(O1)C(C(C(O2)OC3C4COC(=O)C4C(C5=CC6=C(C=C35)OCO6)C7=CC(=C(C(=C7)OC)O)OC)O)O. Drug 2: C#CCC(CC1=CN=C2C(=N1)C(=NC(=N2)N)N)C3=CC=C(C=C3)C(=O)NC(CCC(=O)O)C(=O)O. Cell line: MDA-MB-231. Synergy scores: CSS=18.0, Synergy_ZIP=-8.88, Synergy_Bliss=-2.85, Synergy_Loewe=-3.22, Synergy_HSA=-3.21. (2) Drug 1: CC1=C2C(C(=O)C3(C(CC4C(C3C(C(C2(C)C)(CC1OC(=O)C(C(C5=CC=CC=C5)NC(=O)OC(C)(C)C)O)O)OC(=O)C6=CC=CC=C6)(CO4)OC(=O)C)OC)C)OC. Drug 2: CCC1(C2=C(COC1=O)C(=O)N3CC4=CC5=C(C=CC(=C5CN(C)C)O)N=C4C3=C2)O.Cl. Cell line: SK-OV-3. Synergy scores: CSS=43.4, Synergy_ZIP=-2.08, Synergy_Bliss=-0.930, Synergy_Loewe=-8.04, Synergy_HSA=1.69. (3) Drug 1: C1CNP(=O)(OC1)N(CCCl)CCCl. Drug 2: CN1C(=O)N2C=NC(=C2N=N1)C(=O)N. Cell line: HCT116. Synergy scores: CSS=0.832, Synergy_ZIP=2.41, Synergy_Bliss=2.91, Synergy_Loewe=1.46, Synergy_HSA=0.616. (4) Drug 1: C1=CN(C=N1)CC(O)(P(=O)(O)O)P(=O)(O)O. Drug 2: C1C(C(OC1N2C=NC(=NC2=O)N)CO)O. Cell line: DU-145. Synergy scores: CSS=9.35, Synergy_ZIP=-1.70, Synergy_Bliss=1.65, Synergy_Loewe=-32.9, Synergy_HSA=-3.29. (5) Drug 1: COC1=CC(=CC(=C1O)OC)C2C3C(COC3=O)C(C4=CC5=C(C=C24)OCO5)OC6C(C(C7C(O6)COC(O7)C8=CC=CS8)O)O. Drug 2: C1CN1P(=S)(N2CC2)N3CC3. Cell line: K-562. Synergy scores: CSS=50.2, Synergy_ZIP=-2.48, Synergy_Bliss=-1.08, Synergy_Loewe=-10.8, Synergy_HSA=3.48.